From a dataset of Forward reaction prediction with 1.9M reactions from USPTO patents (1976-2016). Predict the product of the given reaction. (1) Given the reactants [Cl:1][C:2]1[CH:7]=[C:6]([Cl:8])[CH:5]=[CH:4][C:3]=1[C:9]1[CH:10]=[C:11]2[C:15]3=[C:16]([CH2:18][CH2:19][N:14]3[C@@H:13]3[CH2:20][CH2:21][NH:22][CH2:23][C@H:12]23)[CH:17]=1.Cl[CH2:25][CH2:26][CH2:27][C:28]([C:30]1[CH:35]=[CH:34][C:33]([F:36])=[CH:32][CH:31]=1)=[O:29].C([O-])([O-])=O.[K+].[K+], predict the reaction product. The product is: [Cl:1][C:2]1[CH:7]=[C:6]([Cl:8])[CH:5]=[CH:4][C:3]=1[C:9]1[CH:10]=[C:11]2[C:15]3=[C:16]([CH2:18][CH2:19][N:14]3[C@@H:13]3[CH2:20][CH2:21][N:22]([CH2:25][CH2:26][CH2:27][C:28]([C:30]4[CH:31]=[CH:32][C:33]([F:36])=[CH:34][CH:35]=4)=[O:29])[CH2:23][C@H:12]23)[CH:17]=1. (2) Given the reactants [CH3:1][CH:2]([CH2:4][C:5]([OH:9])([C:7]#[CH:8])[CH3:6])[CH3:3].[OH:10][CH2:11][CH2:12][N:13]([CH2:31][CH2:32][OH:33])[CH2:14][CH2:15][CH2:16][O:17][CH2:18][CH2:19][CH2:20]CCCCCCCC(C)C, predict the reaction product. The product is: [OH:10][CH2:11][CH2:12][N:13]([CH2:31][CH2:32][OH:33])[CH2:14][CH2:15][CH2:16][O:17][CH2:18][CH2:19][CH2:20][CH2:8][CH2:7][CH2:5][CH2:4][CH:2]([CH3:1])[CH3:3].[CH3:1][CH:2]([CH2:4][C:5]([OH:9])([C:7]#[CH:8])[CH3:6])[CH3:3]. (3) Given the reactants Br[C:2]1[CH:7]=[CH:6][CH:5]=[CH:4][CH:3]=1.[Mg].II.[CH:11]([C:13]1[C:21]2[O:20][CH2:19][CH:18]([C:22]3[CH:27]=[CH:26][C:25]([CH:28]([CH3:30])[CH3:29])=[CH:24][CH:23]=3)[C:17]=2[C:16]([CH3:31])=[C:15]([NH:32][C:33](=[O:39])[CH2:34][C:35]([CH3:38])([CH3:37])[CH3:36])[C:14]=1[CH3:40])=[O:12], predict the reaction product. The product is: [OH:12][CH:11]([C:2]1[CH:7]=[CH:6][CH:5]=[CH:4][CH:3]=1)[C:13]1[C:21]2[O:20][CH2:19][CH:18]([C:22]3[CH:27]=[CH:26][C:25]([CH:28]([CH3:30])[CH3:29])=[CH:24][CH:23]=3)[C:17]=2[C:16]([CH3:31])=[C:15]([NH:32][C:33](=[O:39])[CH2:34][C:35]([CH3:38])([CH3:37])[CH3:36])[C:14]=1[CH3:40].